From a dataset of Catalyst prediction with 721,799 reactions and 888 catalyst types from USPTO. Predict which catalyst facilitates the given reaction. Reactant: [Cr](O[Cr]([O-])(=O)=O)([O-])(=O)=O.[NH+]1C=CC=CC=1.[NH+]1C=CC=CC=1.[CH3:22][C:23]1([CH3:32])[O:27][C@H:26]2[CH2:28][O:29][CH:30]([OH:31])[C@H:25]2[O:24]1. Product: [CH3:22][C:23]1([CH3:32])[O:27][C@H:26]2[CH2:28][O:29][C:30](=[O:31])[C@H:25]2[O:24]1. The catalyst class is: 3.